From a dataset of Peptide-MHC class I binding affinity with 185,985 pairs from IEDB/IMGT. Regression. Given a peptide amino acid sequence and an MHC pseudo amino acid sequence, predict their binding affinity value. This is MHC class I binding data. (1) The peptide sequence is SALYSYASA. The MHC is HLA-A30:01 with pseudo-sequence HLA-A30:01. The binding affinity (normalized) is 0.667. (2) The peptide sequence is HSKKKCDEL. The MHC is HLA-B51:01 with pseudo-sequence HLA-B51:01. The binding affinity (normalized) is 0. (3) The peptide sequence is LALEVAQQK. The MHC is HLA-A03:01 with pseudo-sequence HLA-A03:01. The binding affinity (normalized) is 0.120.